From a dataset of NCI-60 drug combinations with 297,098 pairs across 59 cell lines. Regression. Given two drug SMILES strings and cell line genomic features, predict the synergy score measuring deviation from expected non-interaction effect. (1) Cell line: NCI-H226. Drug 2: C1C(C(OC1N2C=NC3=C2NC=NCC3O)CO)O. Synergy scores: CSS=5.93, Synergy_ZIP=-4.13, Synergy_Bliss=-2.22, Synergy_Loewe=-1.81, Synergy_HSA=-1.01. Drug 1: CC(C)CN1C=NC2=C1C3=CC=CC=C3N=C2N. (2) Drug 1: C1=CC=C(C=C1)NC(=O)CCCCCCC(=O)NO. Drug 2: CC1C(C(CC(O1)OC2CC(OC(C2O)C)OC3=CC4=CC5=C(C(=O)C(C(C5)C(C(=O)C(C(C)O)O)OC)OC6CC(C(C(O6)C)O)OC7CC(C(C(O7)C)O)OC8CC(C(C(O8)C)O)(C)O)C(=C4C(=C3C)O)O)O)O. Cell line: MDA-MB-231. Synergy scores: CSS=63.8, Synergy_ZIP=-1.17, Synergy_Bliss=-0.744, Synergy_Loewe=-1.57, Synergy_HSA=0.373. (3) Drug 1: CCC1(CC2CC(C3=C(CCN(C2)C1)C4=CC=CC=C4N3)(C5=C(C=C6C(=C5)C78CCN9C7C(C=CC9)(C(C(C8N6C=O)(C(=O)OC)O)OC(=O)C)CC)OC)C(=O)OC)O.OS(=O)(=O)O. Drug 2: CC12CCC3C(C1CCC2OP(=O)(O)O)CCC4=C3C=CC(=C4)OC(=O)N(CCCl)CCCl.[Na+]. Cell line: OVCAR-4. Synergy scores: CSS=22.7, Synergy_ZIP=5.30, Synergy_Bliss=7.03, Synergy_Loewe=4.62, Synergy_HSA=5.85. (4) Drug 2: CC1C(C(CC(O1)OC2CC(CC3=C2C(=C4C(=C3O)C(=O)C5=C(C4=O)C(=CC=C5)OC)O)(C(=O)CO)O)N)O.Cl. Synergy scores: CSS=52.8, Synergy_ZIP=-2.59, Synergy_Bliss=-2.01, Synergy_Loewe=-2.53, Synergy_HSA=2.40. Cell line: SNB-75. Drug 1: COC1=C2C(=CC3=C1OC=C3)C=CC(=O)O2. (5) Drug 1: CN1C(=O)N2C=NC(=C2N=N1)C(=O)N. Drug 2: CC(C)NC(=O)C1=CC=C(C=C1)CNNC.Cl. Cell line: UACC62. Synergy scores: CSS=3.34, Synergy_ZIP=-1.78, Synergy_Bliss=-1.39, Synergy_Loewe=-2.68, Synergy_HSA=-2.57. (6) Drug 1: CC1C(C(CC(O1)OC2CC(CC3=C2C(=C4C(=C3O)C(=O)C5=C(C4=O)C(=CC=C5)OC)O)(C(=O)C)O)N)O.Cl. Drug 2: CCCS(=O)(=O)NC1=C(C(=C(C=C1)F)C(=O)C2=CNC3=C2C=C(C=N3)C4=CC=C(C=C4)Cl)F. Cell line: HOP-92. Synergy scores: CSS=25.3, Synergy_ZIP=-0.920, Synergy_Bliss=2.02, Synergy_Loewe=-20.5, Synergy_HSA=1.05. (7) Drug 1: CC(C1=C(C=CC(=C1Cl)F)Cl)OC2=C(N=CC(=C2)C3=CN(N=C3)C4CCNCC4)N. Drug 2: C1=NNC2=C1C(=O)NC=N2. Cell line: NCI-H460. Synergy scores: CSS=4.98, Synergy_ZIP=-3.36, Synergy_Bliss=-1.55, Synergy_Loewe=-5.38, Synergy_HSA=-2.86.